This data is from Forward reaction prediction with 1.9M reactions from USPTO patents (1976-2016). The task is: Predict the product of the given reaction. (1) Given the reactants [Cl:1][C:2]1[CH:7]=[CH:6][C:5]([CH2:8][CH2:9][NH2:10])=[CH:4][CH:3]=1.C1(CN)CCCCC1.[O:19]=[C:20]1[C:28]2([CH2:32][O:31][C:30]3[CH:33]=[C:34]4[C:38](=[CH:39][C:29]2=3)[CH2:37][CH2:36][O:35]4)[C:27]2[C:22](=[CH:23][CH:24]=[CH:25][CH:26]=2)[N:21]1[CH2:40][C:41]1[CH:49]=[CH:48][CH:47]=[CH:46][C:42]=1[C:43](O)=[O:44].O=C1C2(COC3C=C4C(=CC2=3)CCO4)C2C(=CC=CC=2)N1CC1C=C(C=CC=1)C(O)=O, predict the reaction product. The product is: [Cl:1][C:2]1[CH:7]=[CH:6][C:5]([CH2:8][CH2:9][NH:10][C:43](=[O:44])[C:42]2[CH:46]=[CH:47][CH:48]=[CH:49][C:41]=2[CH2:40][N:21]2[C:22]3[C:27](=[CH:26][CH:25]=[CH:24][CH:23]=3)[C:28]3([CH2:32][O:31][C:30]4[CH:33]=[C:34]5[C:38](=[CH:39][C:29]3=4)[CH2:37][CH2:36][O:35]5)[C:20]2=[O:19])=[CH:4][CH:3]=1. (2) Given the reactants [CH2:1]([N:3]([CH2:21][C:22]1[CH:27]=[CH:26][C:25]([CH:28]=O)=[CH:24][CH:23]=1)[C@@H:4]1[CH2:8][CH2:7][N:6]([C:9]2[C:14]([C:15]([O:17][CH:18]([CH3:20])[CH3:19])=[O:16])=[CH:13][CH:12]=[CH:11][N:10]=2)[CH2:5]1)[CH3:2].[CH2:30]([NH2:32])[CH3:31].C1COCC1.C(O)(=O)C.C([BH3-])#N.[Na+], predict the reaction product. The product is: [CH2:1]([N:3]([CH2:21][C:22]1[CH:23]=[CH:24][C:25]([CH2:28][NH:32][CH2:30][CH3:31])=[CH:26][CH:27]=1)[C@@H:4]1[CH2:8][CH2:7][N:6]([C:9]2[C:14]([C:15]([O:17][CH:18]([CH3:19])[CH3:20])=[O:16])=[CH:13][CH:12]=[CH:11][N:10]=2)[CH2:5]1)[CH3:2]. (3) The product is: [NH:2]1[C:13]2[CH2:12][CH2:11][CH:10]([NH:15][C:16](=[O:22])[O:17][C:18]([CH3:21])([CH3:20])[CH3:19])[CH2:9][C:8]=2[CH:7]=[N:5]1. Given the reactants O.[NH2:2]N.C[N:5]([CH:7]=[C:8]1[C:13](=O)[CH2:12][CH2:11][CH:10]([NH:15][C:16](=[O:22])[O:17][C:18]([CH3:21])([CH3:20])[CH3:19])[CH2:9]1)C, predict the reaction product. (4) Given the reactants [F:1][C:2]1[CH:7]=[C:6]([F:8])[CH:5]=[CH:4][C:3]=1[CH2:9][CH2:10][C:11]([N:13]1[C@H:17]([CH3:18])[C@H:16]([C:19]2[CH:24]=[CH:23][CH:22]=[CH:21][CH:20]=2)[O:15][C:14]1=[O:25])=[O:12].C[Si]([N-][Si](C)(C)C)(C)C.[Na+].O([CH2:44][CH3:45])S(C(F)(F)F)(=O)=O, predict the reaction product. The product is: [F:1][C:2]1[CH:7]=[C:6]([F:8])[CH:5]=[CH:4][C:3]=1[CH2:9][C@H:10]([CH2:44][CH3:45])[C:11]([N:13]1[C@H:17]([CH3:18])[C@H:16]([C:19]2[CH:24]=[CH:23][CH:22]=[CH:21][CH:20]=2)[O:15][C:14]1=[O:25])=[O:12]. (5) Given the reactants [Cl:1][O-].[Na+].[CH:4]1([C:7]2[N:12]=[C:11]([OH:13])[CH:10]=[C:9]([C:14]([OH:16])=[O:15])[N:8]=2)[CH2:6][CH2:5]1.S(S([O-])=O)([O-])(=O)=O.[Na+].[Na+].[OH-].[Na+], predict the reaction product. The product is: [Cl:1][C:10]1[C:11]([OH:13])=[N:12][C:7]([CH:4]2[CH2:5][CH2:6]2)=[N:8][C:9]=1[C:14]([OH:16])=[O:15]. (6) Given the reactants [Br:1][C:2]1[CH:16]=[C:15]([CH2:17][NH:18][CH3:19])[CH:14]=[CH:13][C:3]=1[O:4][CH2:5][C:6]([O:8][C:9]([CH3:12])([CH3:11])[CH3:10])=[O:7].CC1C=CC=C(C)N=1.[F:28][C:29]1[CH:34]=[CH:33][C:32]([S:35](Cl)(=[O:37])=[O:36])=[CH:31][CH:30]=1, predict the reaction product. The product is: [Br:1][C:2]1[CH:16]=[C:15]([CH2:17][N:18]([CH3:19])[S:35]([C:32]2[CH:33]=[CH:34][C:29]([F:28])=[CH:30][CH:31]=2)(=[O:37])=[O:36])[CH:14]=[CH:13][C:3]=1[O:4][CH2:5][C:6]([O:8][C:9]([CH3:12])([CH3:11])[CH3:10])=[O:7]. (7) Given the reactants [CH3:1][N:2]1[CH2:7][CH2:6][N:5]([C:8]2[CH:13]=[CH:12][CH:11]=[C:10]([N+:14]([O-:16])=[O:15])[CH:9]=2)[CH2:4][CH2:3]1.[Br:17]Br, predict the reaction product. The product is: [Br:17][C:11]1[CH:12]=[CH:13][C:8]([N:5]2[CH2:6][CH2:7][N:2]([CH3:1])[CH2:3][CH2:4]2)=[CH:9][C:10]=1[N+:14]([O-:16])=[O:15].